This data is from Forward reaction prediction with 1.9M reactions from USPTO patents (1976-2016). The task is: Predict the product of the given reaction. Given the reactants [CH3:1][C@@:2]12[C:10](=[O:11])[CH2:9][CH2:8][C@H:7]1[C@@H:6]1[CH2:12][CH:13]=[C:14]3[CH2:19][C@@H:18]([OH:20])[CH2:17][CH2:16][C@:15]3([CH3:21])[C@H:5]1[CH2:4][CH2:3]2.[CH3:22][C@@:23]12[C:31](=[O:32])[CH2:30][CH2:29][C@H:28]1[C@@H:27]1[CH2:33][CH:34]=[C:35]3[CH2:40][C@@H:39]([O:41]S(O)(=O)=O)[CH2:38][CH2:37][C@:36]3([CH3:46])[C@H:26]1[CH2:25][CH2:24]2, predict the reaction product. The product is: [CH3:1][C@@:2]12[C:10](=[O:11])[CH2:9][CH2:8][C@H:7]1[C@@H:6]1[CH2:12][CH:13]=[C:14]3[CH2:19][C@@H:18]([OH:20])[CH2:17][CH2:16][C@:15]3([CH3:21])[C@H:5]1[CH2:4][CH2:3]2.[CH3:22][C@@:23]12[C@@H:31]([OH:32])[CH2:30][CH2:29][C@H:28]1[C@@H:27]1[CH2:33][CH2:34][C:35]3[C@@:36]([CH3:46])([C@H:26]1[CH2:25][CH2:24]2)[CH2:37][CH2:38][C:39](=[O:41])[CH:40]=3.